From a dataset of Reaction yield outcomes from USPTO patents with 853,638 reactions. Predict the reaction yield, written as a fraction of the theoretical maximum amount of product (1.0 means a 100% yield; for example, 0.34 means a 34% yield). (1) The yield is 0.140. The reactants are [Cl:1][C:2]1[CH:10]=[C:9]2[C:5]([C:6]([C:11]([N:13]3[CH2:18][CH2:17][CH:16]([N:19]4[C:23]5[CH:24]=[CH:25][CH:26]=[CH:27][C:22]=5[NH:21][C:20]4=[O:28])[CH2:15][CH2:14]3)=[O:12])=[CH:7][NH:8]2)=[CH:4][CH:3]=1.[H-].[Na+].Cl[CH2:32][C:33]#[N:34]. The catalyst is CN(C=O)C. The product is [Cl:1][C:2]1[CH:10]=[C:9]2[C:5]([C:6]([C:11]([N:13]3[CH2:18][CH2:17][CH:16]([N:19]4[C:23]5[CH:24]=[CH:25][CH:26]=[CH:27][C:22]=5[NH:21][C:20]4=[O:28])[CH2:15][CH2:14]3)=[O:12])=[CH:7][N:8]2[CH2:32][C:33]#[N:34])=[CH:4][CH:3]=1. (2) The reactants are [CH3:1][C:2]1[CH:3]=[C:4]([NH:9][C:10](=[O:14])[CH2:11][CH2:12][CH3:13])[CH:5]=[CH:6][C:7]=1[CH3:8].[CH:15]1[CH:20]=[C:19]2[C:21]([C:23](O)([OH:26])[C:24](=[O:25])[C:18]2=[CH:17][CH:16]=1)=[O:22]. The catalyst is S(=O)(=O)(O)O. The product is [OH:26][C:23]1([C:5]2[CH:6]=[C:7]([CH3:8])[C:2]([CH3:1])=[CH:3][C:4]=2[NH:9][C:10](=[O:14])[CH2:11][CH2:12][CH3:13])[C:24](=[O:25])[C:18]2[C:19](=[CH:20][CH:15]=[CH:16][CH:17]=2)[C:21]1=[O:22]. The yield is 0.560. (3) The reactants are [OH:1][C:2]1[CH:3]=[C:4]([CH:7]=[C:8]([OH:10])[CH:9]=1)[CH2:5][OH:6].C([O-])([O-])=O.[K+].[K+].[CH:17]1([CH2:20]Br)[CH2:19][CH2:18]1.Cl. The catalyst is CN(C=O)C.O. The product is [CH:17]1([CH2:20][O:1][C:2]2[CH:9]=[C:8]([OH:10])[CH:7]=[C:4]([CH2:5][OH:6])[CH:3]=2)[CH2:19][CH2:18]1. The yield is 0.750. (4) The reactants are [Cl:1][C:2]1[CH:10]=[CH:9][CH:8]=[C:7]2[C:3]=1[CH:4]=[CH:5][N:6]2[CH2:11][CH2:12][O:13][CH:14]1[CH2:16][CH2:15]1.[F:17][C:18]([F:29])([F:28])[C:19](O[C:19](=[O:20])[C:18]([F:29])([F:28])[F:17])=[O:20]. The catalyst is CC#N. The product is [Cl:1][C:2]1[CH:10]=[CH:9][CH:8]=[C:7]2[C:3]=1[C:4]([C:19](=[O:20])[C:18]([F:29])([F:28])[F:17])=[CH:5][N:6]2[CH2:11][CH2:12][O:13][CH:14]1[CH2:16][CH2:15]1. The yield is 0.650. (5) The reactants are [Br:1][C:2]1[CH:3]=[C:4]2[C:9](=[C:10]([Cl:12])[CH:11]=1)[NH:8][C:7](=[O:13])[CH2:6][CH2:5]2.[CH3:14]C(C)([O-])C.[K+].CI.O. The catalyst is CN(C=O)C. The product is [Br:1][C:2]1[CH:3]=[C:4]2[C:9](=[C:10]([Cl:12])[CH:11]=1)[N:8]([CH3:14])[C:7](=[O:13])[CH2:6][CH2:5]2. The yield is 0.450. (6) The reactants are Br[C:2]1[C:10]2[C:5](=[N:6][C:7]([C:24]3[CH:29]=[CH:28][C:27]([F:30])=[CH:26][CH:25]=3)=[C:8]([C:18]3[CH:23]=[CH:22][N:21]=[CH:20][CH:19]=3)[C:9]=2[C:11]2[CH:16]=[CH:15][C:14]([F:17])=[CH:13][CH:12]=2)[NH:4][N:3]=1.[Cu](C#N)[C:32]#[N:33].C(N)CN. The catalyst is CN1CCCC1=O. The product is [F:17][C:14]1[CH:13]=[CH:12][C:11]([C:9]2[C:8]([C:18]3[CH:23]=[CH:22][N:21]=[CH:20][CH:19]=3)=[C:7]([C:24]3[CH:25]=[CH:26][C:27]([F:30])=[CH:28][CH:29]=3)[N:6]=[C:5]3[NH:4][N:3]=[C:2]([C:32]#[N:33])[C:10]=23)=[CH:16][CH:15]=1. The yield is 1.00. (7) The reactants are C(N(S(F)(F)[F:7])CC)C.[Cl:10][C:11]1[CH:12]=[C:13]2[C:17](=[CH:18][CH:19]=1)[NH:16][CH:15]=[C:14]2[CH2:20][CH2:21][NH:22][C:23]([C:25]1[CH:29]=[C:28]([CH:30]([C:32]2[CH:37]=[C:36]([F:38])[CH:35]=[CH:34][C:33]=2[F:39])O)[O:27][N:26]=1)=[O:24]. The catalyst is ClCCl. The product is [Cl:10][C:11]1[CH:12]=[C:13]2[C:17](=[CH:18][CH:19]=1)[NH:16][CH:15]=[C:14]2[CH2:20][CH2:21][NH:22][C:23]([C:25]1[CH:29]=[C:28]([CH:30]([C:32]2[CH:37]=[C:36]([F:38])[CH:35]=[CH:34][C:33]=2[F:39])[F:7])[O:27][N:26]=1)=[O:24]. The yield is 0.0700. (8) The reactants are [Br:1][C:2]1[N:7]=[C:6]2[N:8]([CH2:11][C:12]3[CH:22]=[CH:21][C:15]4[N:16]=[C:17]([S:19][CH3:20])[S:18][C:14]=4[CH:13]=3)[CH:9]=[N:10][C:5]2=[CH:4][CH:3]=1.ClC1C=CC=C(C(OO)=[O:31])C=1.C([O-])(O)=O.[Na+]. The catalyst is C(Cl)Cl. The product is [Br:1][C:2]1[N:7]=[C:6]2[N:8]([CH2:11][C:12]3[CH:22]=[CH:21][C:15]4[N:16]=[C:17]([S:19]([CH3:20])=[O:31])[S:18][C:14]=4[CH:13]=3)[CH:9]=[N:10][C:5]2=[CH:4][CH:3]=1. The yield is 1.00.